Dataset: Full USPTO retrosynthesis dataset with 1.9M reactions from patents (1976-2016). Task: Predict the reactants needed to synthesize the given product. (1) The reactants are: [CH2:1]1[CH2:11][CH2:10]N2[C:4](=NCCC2)[CH2:3][CH2:2]1.[CH2:12]([OH:18])[CH2:13][CH2:14][CH2:15]CC.CCCCCCCCCC. Given the product [CH2:12]([OH:18])[CH2:13][CH2:14][CH2:15][CH2:10][CH2:11][CH2:1][CH2:2][CH2:3][CH3:4], predict the reactants needed to synthesize it. (2) Given the product [Br:1][C:2]1[CH:9]=[C:8]([F:10])[CH:7]=[CH:6][C:3]=1[C@@H:4]1[N:19]=[C:17]([C:13]2[N:14]=[CH:15][O:16][C:12]=2[CH3:11])[NH:18][C:22]([CH2:24][N:29]2[CH2:34][CH2:33][O:32][CH2:31][C@H:30]2[C:35]([OH:37])=[O:36])=[C:21]1[C:20]([O:26][CH2:27][CH3:28])=[O:25], predict the reactants needed to synthesize it. The reactants are: [Br:1][C:2]1[CH:9]=[C:8]([F:10])[CH:7]=[CH:6][C:3]=1[CH:4]=O.[CH3:11][C:12]1[O:16][CH:15]=[N:14][C:13]=1[C:17]([NH2:19])=[NH:18].[C:20]([O:26][CH2:27][CH3:28])(=[O:25])[CH2:21][C:22]([CH3:24])=O.[NH:29]1[CH2:34][CH2:33][O:32][CH2:31][C@H:30]1[C:35]([OH:37])=[O:36].S1C=CN=C1C(N)=N.C(OC)(=O)CC(C)=O.FC1(F)CN[C@H](C(O)=O)C1. (3) Given the product [CH3:52][O:53][C:54](=[O:59])[CH2:55][CH:56]([NH:58][C:11](=[O:12])[C:10]1[CH:9]=[CH:8][C:7]([O:6][CH:5]([C:16]2[CH:17]=[N:18][C:19]([C:22]3[CH:23]=[CH:24][C:25]([C:28]([F:31])([F:30])[F:29])=[CH:26][CH:27]=3)=[CH:20][CH:21]=2)[CH2:4][CH2:3][C:2]([CH3:1])([CH3:33])[CH3:32])=[CH:15][CH:14]=1)[CH3:57], predict the reactants needed to synthesize it. The reactants are: [CH3:1][C:2]([CH3:33])([CH3:32])[CH2:3][CH2:4][CH:5]([C:16]1[CH:17]=[N:18][C:19]([C:22]2[CH:27]=[CH:26][C:25]([C:28]([F:31])([F:30])[F:29])=[CH:24][CH:23]=2)=[CH:20][CH:21]=1)[O:6][C:7]1[CH:15]=[CH:14][C:10]([C:11](O)=[O:12])=[CH:9][CH:8]=1.ClC1C(OC)=NN=NC=1OC.CN1CCOCC1.[CH3:52][O:53][C:54](=[O:59])[CH2:55][CH:56]([NH2:58])[CH3:57].